From a dataset of Forward reaction prediction with 1.9M reactions from USPTO patents (1976-2016). Predict the product of the given reaction. Given the reactants [CH:1]([O:4][C:5]([N:7]1[C:16]2[C:11](=[CH:12][CH:13]=[C:14]([CH3:17])[N:15]=2)[C:10](=O)[CH2:9][CH:8]1[CH2:19][CH3:20])=[O:6])([CH3:3])[CH3:2].[F:21][C:22]([F:36])([F:35])[C:23]1[CH:24]=[C:25]([CH:28]=[C:29]([C:31]([F:34])([F:33])[F:32])[CH:30]=1)[CH2:26][NH2:27].[BH4-].[Na+].[OH-].[Na+], predict the reaction product. The product is: [CH:1]([O:4][C:5]([N:7]1[C:16]2[C:11](=[CH:12][CH:13]=[C:14]([CH3:17])[N:15]=2)[CH:10]([NH:27][CH2:26][C:25]2[CH:28]=[C:29]([C:31]([F:32])([F:33])[F:34])[CH:30]=[C:23]([C:22]([F:21])([F:35])[F:36])[CH:24]=2)[CH2:9][CH:8]1[CH2:19][CH3:20])=[O:6])([CH3:3])[CH3:2].